From a dataset of Forward reaction prediction with 1.9M reactions from USPTO patents (1976-2016). Predict the product of the given reaction. (1) Given the reactants [CH:1]1[C:14]2[CH2:13][C:12]3[C:7](=CC=CC=3)[CH2:6][C:5]=2[CH:4]=[CH:3][CH:2]=1.C1C2C(=CC3C(C=2)=CC=CC=3)C=CC=1.C1C2C(=O)C3C(=CC=CC=3)C(=O)C=2C=CC=1.C1C2C(=CC=CC=2)CCC1.C1C2C(=CC=CC=2)C=CC1, predict the reaction product. The product is: [CH:13]1[C:14]2[C:5](=[CH:4][CH:3]=[CH:2][CH:1]=2)[CH:6]=[CH:7][CH:12]=1. (2) Given the reactants [Br:1][C:2]1[CH:7]=[CH:6][C:5]([CH2:8][C:9]([O:11][CH2:12][CH3:13])=[O:10])=[CH:4][CH:3]=1.[Li+].[CH3:15]C([N-]C(C)C)C.IC, predict the reaction product. The product is: [Br:1][C:2]1[CH:3]=[CH:4][C:5]([CH:8]([CH3:15])[C:9]([O:11][CH2:12][CH3:13])=[O:10])=[CH:6][CH:7]=1. (3) Given the reactants [Br:1][C:2]1[C:10]([CH3:11])=[CH:9][C:5]([C:6]([NH2:8])=[O:7])=[CH:4][C:3]=1[CH3:12].Br[CH2:14][CH:15](OCC)OCC, predict the reaction product. The product is: [Br:1][C:2]1[C:3]([CH3:12])=[CH:4][C:5]([C:6]2[O:7][CH:14]=[CH:15][N:8]=2)=[CH:9][C:10]=1[CH3:11]. (4) Given the reactants [CH2:1]([O:8][CH2:9][CH:10]=[O:11])[C:2]1[CH:7]=[CH:6][CH:5]=[CH:4][CH:3]=1.[OH:12][CH2:13][C:14]1([CH2:17]O)[CH2:16][CH2:15]1, predict the reaction product. The product is: [CH2:1]([O:8][CH2:9][CH:10]1[O:12][CH2:13][C:14]2([CH2:16][CH2:15]2)[CH2:17][O:11]1)[C:2]1[CH:7]=[CH:6][CH:5]=[CH:4][CH:3]=1. (5) Given the reactants Br[C:2]1[CH:11]=[CH:10][CH:9]=[C:8]2[C:3]=1[CH:4]=[CH:5][C:6]([CH2:12][CH:13]1[CH2:17][CH2:16][N:15]([CH:18]3[CH2:23][CH2:22][CH2:21][CH2:20][CH2:19]3)[C:14]1=[O:24])=[CH:7]2.[F:25][C:26]1[CH:31]=[C:30](B(O)O)[CH:29]=[CH:28][N:27]=1.[Li+].[Cl-].C([O-])([O-])=O.[Na+].[Na+], predict the reaction product. The product is: [CH:18]1([N:15]2[CH2:16][CH2:17][CH:13]([CH2:12][C:6]3[CH:5]=[CH:4][C:3]4[C:8](=[CH:9][CH:10]=[CH:11][C:2]=4[C:30]4[CH:29]=[CH:28][N:27]=[C:26]([F:25])[CH:31]=4)[CH:7]=3)[C:14]2=[O:24])[CH2:23][CH2:22][CH2:21][CH2:20][CH2:19]1. (6) Given the reactants [C:1]([S:4][CH2:5][CH:6]([CH2:10][CH:11]([CH3:13])[CH3:12])[C:7]([OH:9])=[O:8])(=[O:3])[CH3:2].[CH2:14](Br)[C:15]1[CH:20]=[CH:19][CH:18]=[CH:17][CH:16]=1.C1CCN2C(=NCCC2)CC1, predict the reaction product. The product is: [C:1]([S:4][CH2:5][CH:6]([CH2:10][CH:11]([CH3:13])[CH3:12])[C:7]([O:9][CH2:14][C:15]1[CH:20]=[CH:19][CH:18]=[CH:17][CH:16]=1)=[O:8])(=[O:3])[CH3:2]. (7) Given the reactants [CH2:1]1[C:5]2[CH:6]=[CH:7][C:8]([O:10][C:11]3[CH:16]=[CH:15][C:14]([NH:17][C:18](=[O:22])[C@@H:19]([CH3:21])[NH2:20])=[CH:13][CH:12]=3)=[CH:9][C:4]=2[CH2:3][O:2]1.Cl[C:24](Cl)([O:26]C(=O)OC(Cl)(Cl)Cl)Cl.C([O-])(O)=O.[Na+], predict the reaction product. The product is: [CH2:1]1[C:5]2[CH:6]=[CH:7][C:8]([O:10][C:11]3[CH:12]=[CH:13][C:14]([N:17]4[C:18](=[O:22])[C@@H:19]([CH3:21])[NH:20][C:24]4=[O:26])=[CH:15][CH:16]=3)=[CH:9][C:4]=2[CH2:3][O:2]1. (8) Given the reactants Cl.C[O:3][C:4](=[O:40])[C@@H:5]([NH2:39])[C:6]1[CH:11]=[CH:10][C:9]([C:12]2[CH:17]=[CH:16][C:15]([C:18]([CH2:36][CH3:37])([C:21]3[CH:26]=[CH:25][C:24]([CH2:27][CH2:28][CH:29]([OH:34])[C:30]([CH3:33])([CH3:32])[CH3:31])=[C:23]([CH3:35])[CH:22]=3)[CH2:19][CH3:20])=[CH:14][C:13]=2[CH3:38])=[CH:8][CH:7]=1, predict the reaction product. The product is: [NH2:39][C@@H:5]([C:6]1[CH:7]=[CH:8][C:9]([C:12]2[CH:17]=[CH:16][C:15]([C:18]([CH2:19][CH3:20])([C:21]3[CH:26]=[CH:25][C:24]([CH2:27][CH2:28][CH:29]([OH:34])[C:30]([CH3:31])([CH3:32])[CH3:33])=[C:23]([CH3:35])[CH:22]=3)[CH2:36][CH3:37])=[CH:14][C:13]=2[CH3:38])=[CH:10][CH:11]=1)[C:4]([OH:40])=[O:3]. (9) The product is: [CH2:21]([CH:9]1[CH2:10][NH:11][CH2:12][CH2:13][NH:8]1)[CH2:22][C:23]1[CH:24]=[CH:25][CH:26]=[CH:27][CH:28]=1. Given the reactants C([N:8]1[CH2:13][CH2:12][N:11](CC2C=CC=CC=2)[CH2:10][CH:9]1[CH:21]=[CH:22][C:23]1[CH:28]=[CH:27][CH:26]=[CH:25][CH:24]=1)C1C=CC=CC=1, predict the reaction product. (10) Given the reactants Br[C:2]1[CH:3]=[CH:4][CH:5]=[C:6]2[C:10]=1[NH:9][C:8]([C:11]([O:13]CC)=[O:12])=[C:7]2[CH2:16][CH2:17][CH2:18][N:19]([CH2:30][CH3:31])[C:20]1[C:29]2[C:24](=[CH:25][CH:26]=[CH:27][CH:28]=2)[CH:23]=[CH:22][CH:21]=1.[Cl:32][C:33]1[CH:38]=[CH:37][CH:36]=[CH:35][C:34]=1B(O)O.F[B-](F)(F)F.C([PH+](C(C)(C)C)C(C)(C)C)(C)(C)C.[F-].[Cs+], predict the reaction product. The product is: [Cl:32][C:33]1[CH:38]=[CH:37][CH:36]=[CH:35][C:34]=1[C:2]1[CH:3]=[CH:4][CH:5]=[C:6]2[C:10]=1[NH:9][C:8]([C:11]([OH:13])=[O:12])=[C:7]2[CH2:16][CH2:17][CH2:18][N:19]([CH2:30][CH3:31])[C:20]1[C:29]2[C:24](=[CH:25][CH:26]=[CH:27][CH:28]=2)[CH:23]=[CH:22][CH:21]=1.